Dataset: Forward reaction prediction with 1.9M reactions from USPTO patents (1976-2016). Task: Predict the product of the given reaction. Given the reactants [CH3:1][O:2][C:3]1[CH:4]=[CH:5][C:6]2[O:10][C:9]([C:11]([OH:13])=O)=[CH:8][C:7]=2[CH:14]=1.[CH3:15][C@H:16]1[O:21][C@@H:20]([CH3:22])[CH2:19][NH:18][CH2:17]1.F[P-](F)(F)(F)(F)F.N1(O[P+](N(C)C)(N(C)C)N(C)C)C2C=CC=CC=2N=N1.C(N(C(C)C)C(C)C)C, predict the reaction product. The product is: [CH3:22][C@H:20]1[O:21][C@@H:16]([CH3:15])[CH2:17][N:18]([C:11]([C:9]2[O:10][C:6]3[CH:5]=[CH:4][C:3]([O:2][CH3:1])=[CH:14][C:7]=3[CH:8]=2)=[O:13])[CH2:19]1.